The task is: Predict the reactants needed to synthesize the given product.. This data is from Retrosynthesis with 50K atom-mapped reactions and 10 reaction types from USPTO. (1) Given the product CC1(C)Cc2cc(C(=O)O)ccc2NC1c1cccc(N2C(=O)OCC2(C)C)c1, predict the reactants needed to synthesize it. The reactants are: CC1(C)COC(=O)N1.CC1(C)Cc2cc(C(=O)O)ccc2NC1c1cccc(Br)c1. (2) Given the product CCN(CCCc1coc2c(OC)cccc12)C1COc2c(F)ccc(C(N)=O)c2C1, predict the reactants needed to synthesize it. The reactants are: CC=O.COc1cccc2c(CCCNC3COc4c(F)ccc(C(N)=O)c4C3)coc12.